Dataset: Catalyst prediction with 721,799 reactions and 888 catalyst types from USPTO. Task: Predict which catalyst facilitates the given reaction. (1) Reactant: [NH2:1][C:2]1[C:7]([NH2:8])=[C:6]([NH2:9])[N:5]=[CH:4][N:3]=1.[CH3:10][O:11][C:12]1[CH:13]=[C:14]([CH2:18][C:19]([Cl:21])=[O:20])[CH:15]=[CH:16][CH:17]=1. Product: [ClH:21].[NH2:8][C:7]1[C:2]([NH:1][C:19](=[O:20])[CH2:18][C:14]2[CH:15]=[CH:16][CH:17]=[C:12]([O:11][CH3:10])[CH:13]=2)=[N:3][CH:4]=[N:5][C:6]=1[NH2:9]. The catalyst class is: 60. (2) Reactant: [CH3:1][O:2][C:3]1[CH:4]=[C:5]([CH2:19][CH2:20][C:21]([O:23][CH2:24][CH3:25])=[O:22])[CH:6]=[CH:7][C:8]=1[NH:9][C:10]1[CH:15]=[CH:14][C:13]([N+:16]([O-:18])=[O:17])=[CH:12][N:11]=1.[H-].[Na+].[CH3:28]I. Product: [CH3:1][O:2][C:3]1[CH:4]=[C:5]([CH2:19][CH2:20][C:21]([O:23][CH2:24][CH3:25])=[O:22])[CH:6]=[CH:7][C:8]=1[N:9]([CH3:28])[C:10]1[CH:15]=[CH:14][C:13]([N+:16]([O-:18])=[O:17])=[CH:12][N:11]=1. The catalyst class is: 3. (3) Reactant: [Cl:1][C:2]1[CH:7]=[C:6]([N+:8]([O-:10])=[O:9])[C:5]([O:11]C)=[C:4]([CH3:13])[C:3]=1[O:14][CH3:15].B(Br)(Br)Br.O. Product: [Cl:1][C:2]1[CH:7]=[C:6]([N+:8]([O-:10])=[O:9])[C:5]([OH:11])=[C:4]([CH3:13])[C:3]=1[O:14][CH3:15]. The catalyst class is: 4. (4) Reactant: [CH2:1]([C:3]1[O:7][N:6]=[C:5]([C:8]2[S:12][C:11]([NH:13]C(=O)CC)=[N:10][C:9]=2[C:18]2[CH:23]=[CH:22][CH:21]=[CH:20][CH:19]=2)[N:4]=1)[CH3:2].Cl.C([O-])(O)=O.[Na+]. Product: [CH2:1]([C:3]1[O:7][N:6]=[C:5]([C:8]2[S:12][C:11]([NH2:13])=[N:10][C:9]=2[C:18]2[CH:23]=[CH:22][CH:21]=[CH:20][CH:19]=2)[N:4]=1)[CH3:2]. The catalyst class is: 5. (5) Reactant: [O:1]=[C:2]([CH3:6])[CH2:3][C:4]#[N:5].Br[CH2:8][C:9]1[CH:14]=[CH:13][CH:12]=[CH:11][CH:10]=1. Product: [CH2:8]([CH:3]([C:2](=[O:1])[CH3:6])[C:4]#[N:5])[C:9]1[CH:14]=[CH:13][CH:12]=[CH:11][CH:10]=1. The catalyst class is: 14. (6) Product: [ClH:25].[F:23][C:2]([F:1])([F:24])[C:3]([NH:5][CH2:6][CH2:7][CH2:8][CH2:9][N:10]1[CH2:20][C:19]2[N:21]3[C:12](=[CH:13][N:14]=[C:15]3[CH:16]=[CH:17][CH:18]=2)[C:11]1=[O:22])=[O:4]. Reactant: [F:1][C:2]([F:24])([F:23])[C:3]([NH:5][CH2:6][CH2:7][CH2:8][CH2:9][N:10]1[CH2:20][C:19]2[N:21]3[C:12](=[CH:13][N:14]=[C:15]3[CH:16]=[CH:17][CH:18]=2)[C:11]1=[O:22])=[O:4].[ClH:25]. The catalyst class is: 8. (7) Reactant: [Cl:1][C:2]1[N:7]=[C:6](Cl)[C:5]([CH3:9])=[CH:4][N:3]=1.[CH2:10]([NH:12][CH3:13])[CH3:11]. Product: [Cl:1][C:2]1[N:7]=[C:6]([N:12]([CH2:10][CH3:11])[CH3:13])[C:5]([CH3:9])=[CH:4][N:3]=1. The catalyst class is: 1. (8) Reactant: [OH:1][CH:2]1[CH:25]=[C:24]([C:26]2[CH:27]=[N:28][CH:29]=[CH:30][CH:31]=2)[O:23][C:4]2([CH2:9][CH2:8][N:7]([C:10]([C:12]3[CH:17]=[CH:16][C:15]([O:18][CH:19]([CH3:21])[CH3:20])=[C:14]([CH3:22])[CH:13]=3)=[O:11])[CH2:6][CH2:5]2)[CH2:3]1.[CH:32](O)([CH3:34])[CH3:33].C1(C)C=CC(S([O-])(=O)=O)=CC=1.[NH+]1C=CC=CC=1. Product: [CH:19]([O:18][C:15]1[CH:16]=[CH:17][C:12]([C:10]([N:7]2[CH2:6][CH2:5][C:4]3([O:23][C:24]([C:26]4[CH:27]=[N:28][CH:29]=[CH:30][CH:31]=4)=[CH:25][CH:2]([O:1][CH:32]([CH3:34])[CH3:33])[CH2:3]3)[CH2:9][CH2:8]2)=[O:11])=[CH:13][C:14]=1[CH3:22])([CH3:21])[CH3:20]. The catalyst class is: 6.